This data is from Reaction yield outcomes from USPTO patents with 853,638 reactions. The task is: Predict the reaction yield, written as a fraction of the theoretical maximum amount of product (1.0 means a 100% yield; for example, 0.34 means a 34% yield). (1) The reactants are [F:1][C:2]1[CH:3]=[C:4]([CH:9]=[CH:10][CH:11]=1)[C:5]([NH:7][NH2:8])=[O:6].[NH2:12][C:13]1[C:14]([C:30](O)=[O:31])=[N:15][C:16]([C:19]2[CH:24]=[CH:23][C:22]([C:25](=[O:29])[N:26]([CH3:28])[CH3:27])=[CH:21][CH:20]=2)=[CH:17][N:18]=1.C(N(CC)CC)C.CN(C(ON1N=NC2C=CC=CC1=2)=[N+](C)C)C.[B-](F)(F)(F)F. The catalyst is CN(C=O)C.CCOC(C)=O.O. The product is [NH2:12][C:13]1[N:18]=[CH:17][C:16]([C:19]2[CH:20]=[CH:21][C:22]([C:25]([N:26]([CH3:27])[CH3:28])=[O:29])=[CH:23][CH:24]=2)=[N:15][C:14]=1[C:30]([NH:8][NH:7][C:5]([C:4]1[CH:9]=[CH:10][CH:11]=[C:2]([F:1])[CH:3]=1)=[O:6])=[O:31]. The yield is 0.780. (2) The product is [Br:2][C:3]1[CH:4]=[C:5]([N:9]2[C:22]([OH:23])=[C:16]([CH3:15])[C:17](=[O:18])[NH:10]2)[CH:6]=[CH:7][CH:8]=1. The catalyst is C(O)C. The reactants are Cl.[Br:2][C:3]1[CH:4]=[C:5]([NH:9][NH2:10])[CH:6]=[CH:7][CH:8]=1.[O-]CC.[Na+].[CH3:15][CH:16]([C:22](OCC)=[O:23])[C:17](OCC)=[O:18].C(OCC)(=O)C.CCCCCC. The yield is 0.104. (3) The reactants are [NH2:1][C:2]1[S:3][C:4]([CH:11]([CH3:13])[CH3:12])=[CH:5][C:6]=1[C:7]([O:9]C)=O.Cl[C:15](Cl)([O:17]C(=O)OC(Cl)(Cl)Cl)Cl.C(N(CC)CC)C.[N:33]1([CH2:39][CH2:40][NH2:41])[CH2:38][CH2:37][O:36][CH2:35][CH2:34]1. The catalyst is C(Cl)Cl. The product is [CH:11]([C:4]1[S:3][C:2]2[NH:1][C:15](=[O:17])[N:41]([CH2:40][CH2:39][N:33]3[CH2:38][CH2:37][O:36][CH2:35][CH2:34]3)[C:7](=[O:9])[C:6]=2[CH:5]=1)([CH3:13])[CH3:12]. The yield is 0.320. (4) The reactants are Cl[C:2]1[N:11]=[CH:10][C:9]2[C:4](=[C:5]([O:12][CH:13]3[CH2:18][CH2:17][O:16][CH2:15][CH2:14]3)[CH:6]=[CH:7][CH:8]=2)[N:3]=1.[NH2:19][C@H:20]1[CH2:25][CH2:24][C@H:23]([OH:26])[CH2:22][CH2:21]1.C1CCN2C(=NCCC2)CC1. The catalyst is CC#N. The product is [O:16]1[CH2:17][CH2:18][CH:13]([O:12][C:5]2[CH:6]=[CH:7][CH:8]=[C:9]3[C:4]=2[N:3]=[C:2]([NH:19][C@H:20]2[CH2:25][CH2:24][C@H:23]([OH:26])[CH2:22][CH2:21]2)[N:11]=[CH:10]3)[CH2:14][CH2:15]1. The yield is 0.280. (5) The reactants are [CH3:1][O:2][C:3]1[CH:4]=[C:5]([P:12]2(=[O:28])[CH2:17][CH2:16][C:15](C(OCC)=O)([C:18]([O:20]CC)=[O:19])[CH2:14][CH2:13]2)[CH:6]=[CH:7][C:8]=1[N+:9]([O-:11])=[O:10].[OH-].[Li+].O.Cl. The catalyst is C1COCC1. The product is [CH3:1][O:2][C:3]1[CH:4]=[C:5]([P:12]2(=[O:28])[CH2:13][CH2:14][CH:15]([C:18]([OH:20])=[O:19])[CH2:16][CH2:17]2)[CH:6]=[CH:7][C:8]=1[N+:9]([O-:11])=[O:10]. The yield is 0.120.